Dataset: Peptide-MHC class II binding affinity with 134,281 pairs from IEDB. Task: Regression. Given a peptide amino acid sequence and an MHC pseudo amino acid sequence, predict their binding affinity value. This is MHC class II binding data. The peptide sequence is LQSLTNLLSSNLSWL. The MHC is DRB1_0701 with pseudo-sequence DRB1_0701. The binding affinity (normalized) is 0.524.